From a dataset of Reaction yield outcomes from USPTO patents with 853,638 reactions. Predict the reaction yield, written as a fraction of the theoretical maximum amount of product (1.0 means a 100% yield; for example, 0.34 means a 34% yield). (1) The product is [CH2:14]([O:13][C:4]1[C:5]2[O:9][CH:8]([CH3:10])[CH2:7][C:6]=2[C:11]([CH3:12])=[C:2]([N:28]2[CH2:27][CH2:26][N:25]([C:22]3[CH:21]=[CH:20][C:19]([O:18][CH3:17])=[CH:24][CH:23]=3)[CH2:30][CH2:29]2)[C:3]=1[CH3:16])[CH3:15]. The yield is 0.480. No catalyst specified. The reactants are Br[C:2]1[C:3]([CH3:16])=[C:4]([O:13][CH2:14][CH3:15])[C:5]2[O:9][CH:8]([CH3:10])[CH2:7][C:6]=2[C:11]=1[CH3:12].[CH3:17][O:18][C:19]1[CH:24]=[CH:23][C:22]([N:25]2[CH2:30][CH2:29][NH:28][CH2:27][CH2:26]2)=[CH:21][CH:20]=1. (2) The reactants are [CH3:1][C:2]1[S:6][C:5]([C:7]#[C:8][Si:9]([CH3:12])([CH3:11])[CH3:10])=[CH:4][CH:3]=1.CCCCCC.C([Al]CC(C)C)C(C)C.[CH3:28][O:29][C:30]1[CH:35]=[CH:34][C:33](I)=[CH:32][CH:31]=1. The catalyst is C1C=CC([P]([Pd]([P](C2C=CC=CC=2)(C2C=CC=CC=2)C2C=CC=CC=2)([P](C2C=CC=CC=2)(C2C=CC=CC=2)C2C=CC=CC=2)[P](C2C=CC=CC=2)(C2C=CC=CC=2)C2C=CC=CC=2)(C2C=CC=CC=2)C2C=CC=CC=2)=CC=1.[Cl-].[Zn+2].[Cl-].O.O1CCCC1. The product is [CH3:28][O:29][C:30]1[CH:35]=[CH:34][C:33](/[C:8](/[Si:9]([CH3:10])([CH3:12])[CH3:11])=[CH:7]/[C:5]2[S:6][C:2]([CH3:1])=[CH:3][CH:4]=2)=[CH:32][CH:31]=1. The yield is 0.660. (3) The reactants are [F:1][C:2]1[CH:3]=[CH:4][CH:5]=[C:6]2[C:11]=1[N:10]=[C:9]([N:12]1[CH2:17][CH2:16][N:15]([C:18]3[CH:23]=[CH:22][CH:21]=[C:20]([O:24][CH3:25])[CH:19]=3)[CH2:14][CH2:13]1)[N:8]([C:26]1[CH:31]=[C:30]([C:32]([F:35])([F:34])[F:33])[CH:29]=[CH:28][C:27]=1[O:36][CH3:37])[CH:7]2[CH2:38][C:39]([O:41]C)=[O:40].[OH-].[Na+]. The catalyst is O1CCOCC1. The product is [F:1][C:2]1[CH:3]=[CH:4][CH:5]=[C:6]2[C:11]=1[N:10]=[C:9]([N:12]1[CH2:13][CH2:14][N:15]([C:18]3[CH:23]=[CH:22][CH:21]=[C:20]([O:24][CH3:25])[CH:19]=3)[CH2:16][CH2:17]1)[N:8]([C:26]1[CH:31]=[C:30]([C:32]([F:35])([F:34])[F:33])[CH:29]=[CH:28][C:27]=1[O:36][CH3:37])[CH:7]2[CH2:38][C:39]([OH:41])=[O:40]. The yield is 1.00. (4) The reactants are Cl[C:2]1[CH:11]=[CH:10][C:9]2[C:8](=[O:12])[CH2:7][C:6]([CH3:14])([CH3:13])[CH2:5][C:4]=2[N:3]=1.[CH3:15][O:16][C:17]1[CH:22]=[CH:21][C:20]([NH2:23])=[CH:19][CH:18]=1.CCC([O-])(C)C.[Na+]. The catalyst is C1(C)C=CC=CC=1.CC(C)([P](C(C)(C)C)([Pd][P](C(C)(C)C)(C(C)(C)C)C(C)(C)C)C(C)(C)C)C. The product is [CH3:15][O:16][C:17]1[CH:22]=[CH:21][C:20]([NH:23][C:2]2[CH:11]=[CH:10][C:9]3[C:8](=[O:12])[CH2:7][C:6]([CH3:14])([CH3:13])[CH2:5][C:4]=3[N:3]=2)=[CH:19][CH:18]=1. The yield is 0.190. (5) The reactants are [C:1]([Cl:4])(=O)C.Cl.[Cl:6][C:7]1[CH:15]=[C:14]([O:16][CH3:17])[C:13]([NH:18][NH2:19])=[CH:12][C:8]=1[C:9]([OH:11])=[O:10]. The catalyst is CO. The product is [ClH:4].[Cl:6][C:7]1[CH:15]=[C:14]([O:16][CH3:17])[C:13]([NH:18][NH2:19])=[CH:12][C:8]=1[C:9]([O:11][CH3:1])=[O:10]. The yield is 1.00. (6) The reactants are [Cl:1][C:2]1[CH:3]=[C:4]2[C:9](=[CH:10][C:11]=1[O:12][C:13]1[CH:21]=[CH:20][C:16]([C:17]([OH:19])=O)=[CH:15][CH:14]=1)[O:8][CH2:7][CH2:6][CH:5]2[C:22]([O:24][CH2:25][CH3:26])=[O:23].O.ON1C2C=CC=CC=2N=N1.[Br:38][C:39]1[CH:44]=[CH:43][C:42]([CH2:45][CH2:46][NH2:47])=[C:41]([Cl:48])[CH:40]=1.Cl.C(N=C=NCCCN(C)C)C. The catalyst is CN(C)C=O.O. The product is [Br:38][C:39]1[CH:44]=[CH:43][C:42]([CH2:45][CH2:46][NH:47][C:17]([C:16]2[CH:15]=[CH:14][C:13]([O:12][C:11]3[CH:10]=[C:9]4[C:4]([CH:5]([C:22]([O:24][CH2:25][CH3:26])=[O:23])[CH2:6][CH2:7][O:8]4)=[CH:3][C:2]=3[Cl:1])=[CH:21][CH:20]=2)=[O:19])=[C:41]([Cl:48])[CH:40]=1. The yield is 0.600.